This data is from Forward reaction prediction with 1.9M reactions from USPTO patents (1976-2016). The task is: Predict the product of the given reaction. Given the reactants [CH2:1]([O:3][C:4](=[O:12])[CH2:5][C:6](=[O:11])[C:7]([F:10])([F:9])[F:8])[CH3:2].[CH:13](OC)(OC)[O:14][CH3:15].CC(OC(C)=O)=O, predict the reaction product. The product is: [CH2:1]([O:3][C:4](=[O:12])[C:5]([C:6](=[O:11])[C:7]([F:10])([F:8])[F:9])=[CH:13][O:14][CH3:15])[CH3:2].